This data is from Peptide-MHC class I binding affinity with 185,985 pairs from IEDB/IMGT. The task is: Regression. Given a peptide amino acid sequence and an MHC pseudo amino acid sequence, predict their binding affinity value. This is MHC class I binding data. The MHC is Mamu-A02 with pseudo-sequence Mamu-A02. The peptide sequence is HSTQIGGI. The binding affinity (normalized) is 0.667.